From a dataset of Full USPTO retrosynthesis dataset with 1.9M reactions from patents (1976-2016). Predict the reactants needed to synthesize the given product. (1) Given the product [N:13]([CH2:16][CH2:17][CH2:18][C:19](=[N:10][NH:9][C:7](=[O:8])[C:6]1[CH:11]=[C:2]([Cl:1])[CH:3]=[CH:4][C:5]=1[CH3:12])[C:21]1[CH:26]=[CH:25][CH:24]=[CH:23][CH:22]=1)=[N+:14]=[N-:15], predict the reactants needed to synthesize it. The reactants are: [Cl:1][C:2]1[CH:3]=[CH:4][C:5]([CH3:12])=[C:6]([CH:11]=1)[C:7]([NH:9][NH2:10])=[O:8].[N:13]([CH2:16][CH2:17][CH2:18][C:19]([C:21]1[CH:26]=[CH:25][CH:24]=[CH:23][CH:22]=1)=O)=[N+:14]=[N-:15].O.C1(C)C=CC(S(O)(=O)=O)=CC=1. (2) Given the product [CH2:28]([C:26]1[CH:25]=[CH:24][N:23]=[C:22]([CH2:6][CH2:7][CH2:2][CH2:3][CH2:4][CH3:8])[CH:27]=1)[CH3:29], predict the reactants needed to synthesize it. The reactants are: C[C:2]1[CH:7]=[CH:6]N=[C:4]([CH2:8]CCCC)[CH:3]=1.C([Mg]Br)CCCCC.Cl[C:22]1[CH:27]=[C:26]([CH2:28][CH3:29])[CH:25]=[CH:24][N:23]=1. (3) Given the product [ClH:12].[CH3:30][N:25]([C:19]1[CH:20]=[CH:21][C:22]([Cl:24])=[CH:23][C:18]=1[CH2:17][N:16]1[CH:10]=[C:11]([Cl:12])[CH:7]=[C:3]([C:4](=[O:5])[NH2:6])[C:1]1=[NH:2])[C:26](=[O:29])[OH:27], predict the reactants needed to synthesize it. The reactants are: [C:1]([CH:3]([CH:7]1[C:11]([Cl:12])=[C:10](Cl)C(=O)O1)[C:4]([NH2:6])=[O:5])#[N:2].Cl.[NH2:16][CH2:17][C:18]1[CH:23]=[C:22]([Cl:24])[CH:21]=[CH:20][C:19]=1[NH:25][C:26](=[O:29])[O:27]C.[C:30](=O)([O-])[O-].[K+].[K+].[OH-].[Na+]. (4) Given the product [CH2:12]([O:19][CH2:20][CH2:21][C@H:22]([NH:26][C:27]([O:29][C:30]([CH3:33])([CH3:32])[CH3:31])=[O:28])[C:23]([NH:1][N:2]1[CH:6]=[CH:5][C:4]([Br:7])=[C:3]1[C:8]([O:10][CH3:11])=[O:9])=[O:24])[C:13]1[CH:14]=[CH:15][CH:16]=[CH:17][CH:18]=1, predict the reactants needed to synthesize it. The reactants are: [NH2:1][N:2]1[CH:6]=[CH:5][C:4]([Br:7])=[C:3]1[C:8]([O:10][CH3:11])=[O:9].[CH2:12]([O:19][CH2:20][CH2:21][C@H:22]([NH:26][C:27]([O:29][C:30]([CH3:33])([CH3:32])[CH3:31])=[O:28])[C:23](O)=[O:24])[C:13]1[CH:18]=[CH:17][CH:16]=[CH:15][CH:14]=1.C(N(CC)C(C)C)(C)C.C(P1(=O)OP(CCC)(=O)OP(CCC)(=O)O1)CC. (5) Given the product [CH:1]1([CH2:6][C@@H:7]([C:20]([N:22]2[C@H:26]([C:27]([N:29]3[CH2:34][CH2:33][O:32][CH2:31][CH2:30]3)=[O:28])[CH2:25][CH:24]=[N:23]2)=[O:21])[CH2:8][C:9]([NH:11][OH:12])=[O:10])[CH2:5][CH2:4][CH2:3][CH2:2]1, predict the reactants needed to synthesize it. The reactants are: [CH:1]1([CH2:6][C@@H:7]([C:20]([N:22]2[C@H:26]([C:27]([N:29]3[CH2:34][CH2:33][O:32][CH2:31][CH2:30]3)=[O:28])[CH2:25][CH:24]=[N:23]2)=[O:21])[CH2:8][C:9]([NH:11][O:12]CC2C=CC=CC=2)=[O:10])[CH2:5][CH2:4][CH2:3][CH2:2]1. (6) Given the product [CH3:20][O:21][C:22](=[O:33])[CH2:18][C:7]1[CH:6]=[CH:11][CH:10]=[C:9]([O:12][CH2:13][CH2:14][C:15](=[S:17])[NH2:16])[CH:8]=1, predict the reactants needed to synthesize it. The reactants are: COC(=O)CO[C:6]1[CH:11]=[CH:10][C:9]([O:12][CH2:13][CH2:14][C:15](=[S:17])[NH2:16])=[CH:8][C:7]=1[CH3:18].[CH3:20][O:21][C:22](=[O:33])COC1C=CC(O)=CC=1C. (7) Given the product [C:1]([O:5][C:6]([N:8]1[CH2:17][CH2:16][C:15]2[C:10](=[CH:11][C:12]([NH:18][C:19]3[C:24]([NH2:25])=[CH:23][N:22]=[C:21]([O:28][C:29]4[CH:34]=[CH:33][CH:32]=[C:31]([NH:35][C:36](=[O:38])[CH3:37])[CH:30]=4)[CH:20]=3)=[CH:13][CH:14]=2)[CH2:9]1)=[O:7])([CH3:4])([CH3:2])[CH3:3], predict the reactants needed to synthesize it. The reactants are: [C:1]([O:5][C:6]([N:8]1[CH2:17][CH2:16][C:15]2[C:10](=[CH:11][C:12]([NH:18][C:19]3[C:24]([N+:25]([O-])=O)=[CH:23][N:22]=[C:21]([O:28][C:29]4[CH:34]=[CH:33][CH:32]=[C:31]([NH:35][C:36](=[O:38])[CH3:37])[CH:30]=4)[CH:20]=3)=[CH:13][CH:14]=2)[CH2:9]1)=[O:7])([CH3:4])([CH3:3])[CH3:2].[H][H].